This data is from Full USPTO retrosynthesis dataset with 1.9M reactions from patents (1976-2016). The task is: Predict the reactants needed to synthesize the given product. (1) Given the product [CH3:12][N:13]1[C:21](=[O:22])[C:20]2[C:15](=[CH:16][CH:17]=[CH:18][CH:19]=2)[CH:14]1[CH2:23][C:24]([NH:4][C:3]([NH2:5])=[NH:2])=[O:25], predict the reactants needed to synthesize it. The reactants are: [Cl-].[NH2:2][C:3]([NH2:5])=[NH2+:4].CC(C)([O-])C.[K+].[CH3:12][N:13]1[C:21](=[O:22])[C:20]2[C:15](=[CH:16][CH:17]=[CH:18][CH:19]=2)[CH:14]1[CH2:23][C:24](OCC)=[O:25].Cl. (2) Given the product [C:29]([NH:28][C:24]1[CH:23]=[C:22]([N:15]([CH:16]2[CH2:19][CH2:20][CH2:21][CH2:17]2)[C:13](=[O:14])[N:12]([CH3:33])[C:10]2[S:11][C:7]([S:6][CH2:5][C:4]([OH:3])=[O:32])=[CH:8][N:9]=2)[CH:27]=[CH:26][CH:25]=1)(=[O:31])[CH3:30], predict the reactants needed to synthesize it. The reactants are: C([O:3][C:4](=[O:32])[CH2:5][S:6][C:7]1[S:11][C:10]([NH:12][C:13]([N:15]([C:22]2[CH:27]=[CH:26][CH:25]=[C:24]([NH:28][C:29](=[O:31])[CH3:30])[CH:23]=2)[CH2:16][CH:17]2[CH2:21][CH2:20][CH2:19]C2)=[O:14])=[N:9][CH:8]=1)C.[CH:33]1(CN(C2C=CC(F)=C(F)C=2)C(=O)NC2SC=C(CC(O)=O)N=2)CCCC1.NC1C=C(NC(=O)C)C=CC=1.C1(C=O)CCCC1.C(OC(=O)CSC1SC(N)=NC=1)C. (3) Given the product [F:1][C:2]1[CH:7]=[CH:6][CH:5]=[C:4]([F:8])[C:3]=1[C:9]1[N:18]=[CH:17][C:16]2[C:11](=[C:12]([OH:19])[CH:13]=[CH:14][CH:15]=2)[N:10]=1, predict the reactants needed to synthesize it. The reactants are: [F:1][C:2]1[CH:7]=[CH:6][CH:5]=[C:4]([F:8])[C:3]=1[C:9]1[N:18]=[CH:17][C:16]2[C:11](=[C:12]([O:19]C)[CH:13]=[CH:14][CH:15]=2)[N:10]=1.B(Br)(Br)Br. (4) Given the product [C:1]([CH:5]1[CH2:6][CH2:7][CH:8]([O:11][C:12]2[CH:21]=[C:20]3[C:15](=[C:14]([CH3:22])[CH:13]=2)[CH:16]=[C:17]([CH:28]=[O:29])[CH:18]=[CH:19]3)[CH2:9][CH2:10]1)([CH3:4])([CH3:3])[CH3:2], predict the reactants needed to synthesize it. The reactants are: [C:1]([CH:5]1[CH2:10][CH2:9][CH:8]([O:11][C:12]2[CH:13]=[C:14]([CH3:22])[C:15]3[C:20]([CH:21]=2)=[CH:19][CH:18]=[CH:17][CH:16]=3)[CH2:7][CH2:6]1)([CH3:4])([CH3:3])[CH3:2].[Sn](Cl)(Cl)(Cl)Cl.[CH3:28][O:29]C(Cl)Cl. (5) Given the product [O:1]=[C:2]([C:21]1[C:30]2[C:25](=[CH:26][CH:27]=[C:28]([O:31][CH3:32])[CH:29]=2)[N:24]=[CH:23][CH:22]=1)[CH2:3][CH2:4][C@@H:5]1[CH2:10][CH2:9][NH:8][CH2:7][C@@H:6]1[C:18]([O:38][CH3:37])=[O:19], predict the reactants needed to synthesize it. The reactants are: [O:1]=[C:2]([C:21]1[C:30]2[C:25](=[CH:26][CH:27]=[C:28]([O:31][CH3:32])[CH:29]=2)[N:24]=[CH:23][CH:22]=1)[CH2:3][CH2:4][C@@H:5]1[CH2:10][CH2:9][N:8](C(OC(C)(C)C)=O)[CH2:7][C@@H:6]1[C:18](O)=[O:19].S(Cl)(Cl)=O.[CH3:37][OH:38]. (6) Given the product [C:100]([O:99][C:97](=[O:98])[CH2:96][N:87]([CH2:88][C:89](=[O:95])[O:90][C:91]([CH3:94])([CH3:93])[CH3:92])[C:85](=[O:86])[CH2:84][N:80]1[CH:81]=[CH:82][N:83]=[C:79]1[CH2:78][N:51]([CH2:52][C:53]1[N:54]([CH2:58][C:59](=[O:77])[N:60]([CH2:69][C:70](=[O:76])[O:71][C:72]([CH3:75])([CH3:74])[CH3:73])[CH2:61][C:62](=[O:68])[O:63][C:64]([CH3:65])([CH3:67])[CH3:66])[CH:55]=[CH:56][N:57]=1)[CH2:50][CH2:49][CH2:48][CH2:47][C@H:43]([NH:42][C:10](=[O:11])[CH2:9][CH2:8][C@@H:7]([C:6]([O:5][C:1]([CH3:4])([CH3:3])[CH3:2])=[O:41])[NH:20][C:21](=[O:40])[NH:22][C@H:23]([C:24]([O:26][C:27]([CH3:28])([CH3:29])[CH3:30])=[O:25])[CH2:31][CH2:32][C:33](=[O:34])[O:35][C:36]([CH3:39])([CH3:38])[CH3:37])[C:44]([OH:46])=[O:45])([CH3:103])([CH3:102])[CH3:101], predict the reactants needed to synthesize it. The reactants are: [C:1]([O:5][C:6](=[O:41])[C@@H:7]([NH:20][C:21](=[O:40])[NH:22][C@@H:23]([CH2:31][CH2:32][C:33]([O:35][C:36]([CH3:39])([CH3:38])[CH3:37])=[O:34])[C:24]([O:26][C:27]([CH3:30])([CH3:29])[CH3:28])=[O:25])[CH2:8][CH2:9][C:10](ON1C(=O)CCC1=O)=[O:11])([CH3:4])([CH3:3])[CH3:2].[NH2:42][C@@H:43]([CH2:47][CH2:48][CH2:49][CH2:50][N:51]([CH2:78][C:79]1[N:80]([CH2:84][C:85]([N:87]([CH2:96][C:97]([O:99][C:100]([CH3:103])([CH3:102])[CH3:101])=[O:98])[CH2:88][C:89](=[O:95])[O:90][C:91]([CH3:94])([CH3:93])[CH3:92])=[O:86])[CH:81]=[CH:82][N:83]=1)[CH2:52][C:53]1[N:54]([CH2:58][C:59](=[O:77])[N:60]([CH2:69][C:70](=[O:76])[O:71][C:72]([CH3:75])([CH3:74])[CH3:73])[CH2:61][C:62](=[O:68])[O:63][C:64]([CH3:67])([CH3:66])[CH3:65])[CH:55]=[CH:56][N:57]=1)[C:44]([OH:46])=[O:45].CCN(C(C)C)C(C)C. (7) Given the product [CH3:13][C:12]1([CH3:14])[CH2:11][CH2:10][C:9](=[O:15])[CH:3]1[C:4]([O:6][CH2:7][CH3:8])=[O:5], predict the reactants needed to synthesize it. The reactants are: [N+](=[C:3]([C:9](=[O:15])[CH2:10][CH2:11][CH:12]([CH3:14])[CH3:13])[C:4]([O:6][CH2:7][CH3:8])=[O:5])=[N-].Cl. (8) Given the product [F:15][C:16]1[CH:17]=[CH:18][C:19]([C:22]2[CH:26]=[C:25]([C:27]([N:10]3[CH2:9][C@H:8](/[CH:11]=[CH:12]/[CH3:13])[NH:7][C:6](=[O:14])[C@@H:5]3[CH2:1][CH:2]([CH3:4])[CH3:3])=[O:28])[O:24][N:23]=2)=[CH:20][CH:21]=1, predict the reactants needed to synthesize it. The reactants are: [CH2:1]([C@@H:5]1[NH:10][CH2:9][C@H:8]([CH:11]=[CH:12][CH3:13])[NH:7][C:6]1=[O:14])[CH:2]([CH3:4])[CH3:3].[F:15][C:16]1[CH:21]=[CH:20][C:19]([C:22]2[CH:26]=[C:25]([C:27](O)=[O:28])[O:24][N:23]=2)=[CH:18][CH:17]=1.C([C@@H]1N(C(=O)/C=C/C2C=CC=CC=2)C[C@H](CC(C)C)NC1=O)C(C)C.